From a dataset of Catalyst prediction with 721,799 reactions and 888 catalyst types from USPTO. Predict which catalyst facilitates the given reaction. (1) Reactant: [NH:1]1[CH2:6][CH2:5][CH:4]([NH:7][C:8]2[CH:9]=[C:10]3[C:15](=[CH:16][C:17]=2[O:18][CH3:19])[N:14]=[CH:13][N:12]=[C:11]3[NH:20][C:21]2[CH:26]=[CH:25][C:24]([F:27])=[C:23]([Cl:28])[CH:22]=2)[CH2:3][CH2:2]1.C(N(CC)CC)C.[C:36](Cl)(=[O:39])[CH:37]=[CH2:38].C([O-])(O)=O.[Na+]. Product: [C:36]([N:1]1[CH2:6][CH2:5][CH:4]([NH:7][C:8]2[CH:9]=[C:10]3[C:15](=[CH:16][C:17]=2[O:18][CH3:19])[N:14]=[CH:13][N:12]=[C:11]3[NH:20][C:21]2[CH:26]=[CH:25][C:24]([F:27])=[C:23]([Cl:28])[CH:22]=2)[CH2:3][CH2:2]1)(=[O:39])[CH:37]=[CH2:38]. The catalyst class is: 7. (2) The catalyst class is: 184. Product: [Cl:1][C:2]1[CH:3]=[CH:4][C:5]([F:11])=[C:6]([C:13]2[N:18]=[C:17]([NH2:19])[C:16]([CH3:20])=[CH:15][N:14]=2)[CH:7]=1. Reactant: [Cl:1][C:2]1[CH:3]=[CH:4][C:5]([F:11])=[C:6](B(O)O)[CH:7]=1.Cl[C:13]1[N:18]=[C:17]([NH2:19])[C:16]([CH2:20]F)=[CH:15][N:14]=1.C([O-])([O-])=O.[Na+].[Na+]. (3) Reactant: [N+:1]([C:4]1[CH:9]=[CH:8][C:7]([C:10]2[S:11][CH:12]=[CH:13][CH:14]=2)=[CH:6][C:5]=1[NH:15][C:16]([O:18][CH2:19][CH:20]1[CH2:23][N:22](C(OCCCC)=O)[CH2:21]1)=[O:17])([O-:3])=[O:2].C(O)(C(F)(F)F)=O. Product: [N+:1]([C:4]1[CH:9]=[CH:8][C:7]([C:10]2[S:11][CH:12]=[CH:13][CH:14]=2)=[CH:6][C:5]=1[NH:15][C:16](=[O:17])[O:18][CH2:19][CH:20]1[CH2:21][NH:22][CH2:23]1)([O-:3])=[O:2]. The catalyst class is: 4. (4) Reactant: [CH2:1]([O:6][CH2:7][C:8]#[C:9][CH2:10][OH:11])[CH2:2][CH2:3][CH2:4][CH3:5].C(N(CC)CC)C.[CH3:19][S:20](Cl)(=[O:22])=[O:21].C=O. Product: [CH3:19][S:20]([O:11][CH2:10][C:9]#[C:8][CH2:7][O:6][CH2:1][CH2:2][CH2:3][CH2:4][CH3:5])(=[O:22])=[O:21]. The catalyst class is: 280. (5) Reactant: [F:1][C:2]1[CH:3]=[C:4]2[C:9]3=[C:10]([CH2:27][CH2:28][CH:29]([CH3:30])[N:8]3[C:7](=[O:31])[NH:6][C:5]2=[O:32])[C:11]=1[N:12]1[CH2:16][CH2:15][C@@H:14]([C@@H:17]([NH:19]C(=O)OC(C)(C)C)[CH3:18])[CH2:13]1.[ClH:33]. Product: [ClH:33].[NH2:19][C@H:17]([C@@H:14]1[CH2:15][CH2:16][N:12]([C:11]2[C:10]3[CH2:27][CH2:28][CH:29]([CH3:30])[N:8]4[C:9]=3[C:4]([C:5](=[O:32])[NH:6][C:7]4=[O:31])=[CH:3][C:2]=2[F:1])[CH2:13]1)[CH3:18]. The catalyst class is: 8. (6) Reactant: Cl[CH2:2][CH2:3][C:4]1[C:9](=[O:10])[N:8]2[N:11]=[C:12]([CH3:14])[S:13][C:7]2=[N:6][C:5]=1[CH3:15].[CH2:16]1[C:28]2[C:27]3[CH:26]=[CH:25][CH:24]=[CH:23][C:22]=3[NH:21][C:20]=2[CH2:19][CH2:18][NH:17]1.C(=O)(O)[O-].[Na+].[I-].[K+]. Product: [CH2:16]1[C:28]2[C:27]3[CH:26]=[CH:25][CH:24]=[CH:23][C:22]=3[NH:21][C:20]=2[CH2:19][CH2:18][N:17]1[CH2:2][CH2:3][C:4]1[C:9](=[O:10])[N:8]2[N:11]=[C:12]([CH3:14])[S:13][C:7]2=[N:6][C:5]=1[CH3:15]. The catalyst class is: 51.